Dataset: Full USPTO retrosynthesis dataset with 1.9M reactions from patents (1976-2016). Task: Predict the reactants needed to synthesize the given product. (1) Given the product [C:41]([O:45][C:46](=[O:55])[NH:47][C@H:48]1[CH2:49][CH2:50][C@@H:51]([NH:54][C:12]([C:11]2[CH:10]=[N:9][C:8]([C:4]3[CH:5]=[CH:6][CH:7]=[C:2]([F:1])[CH:3]=3)=[CH:16][CH:15]=2)=[O:14])[CH2:52][CH2:53]1)([CH3:44])([CH3:42])[CH3:43], predict the reactants needed to synthesize it. The reactants are: [F:1][C:2]1[CH:3]=[C:4]([C:8]2[CH:16]=[CH:15][C:11]([C:12]([OH:14])=O)=[CH:10][N:9]=2)[CH:5]=[CH:6][CH:7]=1.CN(C(ON1N=NC2C=CC=CC1=2)=[N+](C)C)C.F[P-](F)(F)(F)(F)F.[C:41]([O:45][C:46](=[O:55])[NH:47][C@H:48]1[CH2:53][CH2:52][C@@H:51]([NH2:54])[CH2:50][CH2:49]1)([CH3:44])([CH3:43])[CH3:42].C(N(CC)CC)C. (2) Given the product [Cl:3][C:4]1[CH:5]=[C:6]([C:27]2[C:28]([CH3:42])=[CH:29][C:30]([O:33][CH2:34][C:35]([CH3:40])([CH3:41])[C:36]([OH:38])=[O:37])=[N:31][CH:32]=2)[CH:7]=[CH:8][C:9]=1[C:10]1[N:11]([CH2:19][O:20][CH2:21][CH2:22][Si:23]([CH3:24])([CH3:26])[CH3:25])[CH:12]=[C:13]([C:15]([F:18])([F:16])[F:17])[N:14]=1, predict the reactants needed to synthesize it. The reactants are: CO.[Cl:3][C:4]1[CH:5]=[C:6]([C:27]2[C:28]([CH3:42])=[CH:29][C:30]([O:33][CH2:34][C:35]([CH3:41])([CH3:40])[C:36]([O:38]C)=[O:37])=[N:31][CH:32]=2)[CH:7]=[CH:8][C:9]=1[C:10]1[N:11]([CH2:19][O:20][CH2:21][CH2:22][Si:23]([CH3:26])([CH3:25])[CH3:24])[CH:12]=[C:13]([C:15]([F:18])([F:17])[F:16])[N:14]=1.[OH-].[Na+].Cl. (3) Given the product [CH2:13]([C:12]1[C:11]([OH:17])=[N:23][CH:22]=[N:24][CH:1]=1)[CH2:14][CH2:15][CH3:16], predict the reactants needed to synthesize it. The reactants are: [CH3:1][O-].[Na+].C(OCC)=O.CO[C:11](=[O:17])[CH2:12][CH2:13][CH2:14][CH2:15][CH3:16].C(O)(=O)C.[CH:22]([NH2:24])=[NH:23]. (4) Given the product [Br:1][C:2]1[CH:11]=[C:10]([C:27]#[C:26][C:23]2[C:22]([F:28])=[CH:21][C:20]([C:17]3[CH:18]=[CH:19][C:14]([Cl:13])=[CH:15][CH:16]=3)=[CH:25][N:24]=2)[CH:9]=[CH:8][C:3]=1[O:4][CH2:5][CH2:6][OH:7], predict the reactants needed to synthesize it. The reactants are: [Br:1][C:2]1[CH:11]=[C:10](I)[CH:9]=[CH:8][C:3]=1[O:4][CH2:5][CH2:6][OH:7].[Cl:13][C:14]1[CH:19]=[CH:18][C:17]([C:20]2[CH:21]=[C:22]([F:28])[C:23]([C:26]#[CH:27])=[N:24][CH:25]=2)=[CH:16][CH:15]=1.BrCl. (5) The reactants are: [O:1]=[C:2]1[C:11]([CH:12]2[CH2:17][CH2:16][N:15]([C:18]([O:20][CH:21]([C:33]3[N:37]4[CH2:38][CH2:39][NH:40][CH2:41][C:36]4=[CH:35][N:34]=3)[CH2:22][C:23]3[CH:24]=[C:25]4[C:29](=[C:30]([CH3:32])[CH:31]=3)[NH:28][N:27]=[CH:26]4)=[O:19])[CH2:14][CH2:13]2)=[CH:10][C:9]2[C:4](=[CH:5][CH:6]=[CH:7][CH:8]=2)[NH:3]1.[C:42]1(=O)[CH2:47][CH2:46][CH2:45][CH2:44][CH2:43]1.C([BH3-])#N.[Na+].C(O)(=O)C. Given the product [O:1]=[C:2]1[C:11]([CH:12]2[CH2:17][CH2:16][N:15]([C:18]([O:20][CH:21]([C:33]3[N:37]4[CH2:38][CH2:39][N:40]([CH:42]5[CH2:47][CH2:46][CH2:45][CH2:44][CH2:43]5)[CH2:41][C:36]4=[CH:35][N:34]=3)[CH2:22][C:23]3[CH:24]=[C:25]4[C:29](=[C:30]([CH3:32])[CH:31]=3)[NH:28][N:27]=[CH:26]4)=[O:19])[CH2:14][CH2:13]2)=[CH:10][C:9]2[C:4](=[CH:5][CH:6]=[CH:7][CH:8]=2)[NH:3]1, predict the reactants needed to synthesize it.